This data is from Reaction yield outcomes from USPTO patents with 853,638 reactions. The task is: Predict the reaction yield, written as a fraction of the theoretical maximum amount of product (1.0 means a 100% yield; for example, 0.34 means a 34% yield). The reactants are C1([C@H]([N:9]2[CH2:15][C@H:14]([C:16]3[CH:23]=[CH:22][C:19]([C:20]#[N:21])=[CH:18][CH:17]=3)[CH2:13][O:12][CH2:11][CH2:10]2)C)C=CC=CC=1.ClC(OC(Cl)C)=O.CO. The catalyst is ClCCCl. The product is [O:12]1[CH2:13][C@@H:14]([C:16]2[CH:23]=[CH:22][C:19]([C:20]#[N:21])=[CH:18][CH:17]=2)[CH2:15][NH:9][CH2:10][CH2:11]1. The yield is 0.700.